This data is from Forward reaction prediction with 1.9M reactions from USPTO patents (1976-2016). The task is: Predict the product of the given reaction. (1) Given the reactants N[C@H]([C:14]([O:16][CH2:17][C:18]1[CH:23]=[CH:22][CH:21]=[CH:20][CH:19]=1)=[O:15])C[C:14]([O:16][CH2:17][C:18]1[CH:23]=[CH:22][CH:21]=[CH:20][CH:19]=1)=[O:15].[NH2:24][C@H:25](C([O-])=O)[CH2:26][C:27]([O-:29])=O.C(O)C1C=CC=CC=1.C1(C)C=CC(S(O)(=O)=O)=CC=1.C[Si](Cl)(C)C.C([Mg]Cl)(C)(C)C, predict the reaction product. The product is: [CH2:17]([O:16][C:14]([N:24]1[CH2:25][CH2:26][C:27]1=[O:29])=[O:15])[C:18]1[CH:19]=[CH:20][CH:21]=[CH:22][CH:23]=1. (2) The product is: [C:5]([O:9][C:10]([N:12]1[CH2:13][C:14]2[N:15]([CH:1]=[N:3][N:4]=2)[C:16]2[CH:22]=[CH:21][C:20]([Cl:23])=[CH:19][C:17]=2[CH2:18]1)=[O:11])([CH3:8])([CH3:6])[CH3:7]. Given the reactants [CH:1]([NH:3][NH2:4])=O.[C:5]([O:9][C:10]([N:12]1[CH2:18][C:17]2[CH:19]=[C:20]([Cl:23])[CH:21]=[CH:22][C:16]=2[NH:15][C:14](=S)[CH2:13]1)=[O:11])([CH3:8])([CH3:7])[CH3:6], predict the reaction product.